This data is from Reaction yield outcomes from USPTO patents with 853,638 reactions. The task is: Predict the reaction yield, written as a fraction of the theoretical maximum amount of product (1.0 means a 100% yield; for example, 0.34 means a 34% yield). (1) The reactants are CC[C@H]1[C@H]2C[C@H:37]([C@H:36]([O:35]C3C4C(=CC=CC=4)C([O:35][C@H:36]([C:47]4[CH:56]=[CH:55][N:54]=[C:53]5[C:48]=4[CH:49]=[C:50](OC)[CH:51]=[CH:52]5)[C@@H:37]4N5C[C@H](CC)[C@@H](CC5)C4)=NN=3)[C:47]3[CH:56]=[CH:55][N:54]=[C:53]4[C:48]=3[CH:49]=[C:50](OC)[CH:51]=[CH:52]4)N(CC2)C1.[OH2:59].[CH3:60][CH2:61][O:62][C:63]([CH3:65])=O. The catalyst is CCO.C1COCC1. The product is [OH:35][C@H:36]([CH2:37][OH:59])[CH2:47][C:56]1[C:52]2[C:53](=[CH:48][CH:49]=[CH:50][CH:51]=2)[N:54]([C:36]2[CH:47]=[CH:48][C:61]([O:62][C:63]3[CH:65]=[CH:49][C:48]([C:53]#[N:54])=[CH:47][CH:36]=3)=[CH:60][CH:37]=2)[CH:55]=1. The yield is 0.720. (2) The reactants are [S:1]([O:8]S(C(F)(F)F)(=O)=O)([C:4]([F:7])([F:6])[F:5])(=[O:3])=[O:2].[CH2:16]([N:18]1[CH2:27][CH2:26][C:25]2[C:20](=[C:21]([O:29][CH3:30])[CH:22]=[C:23](O)[CH:24]=2)[CH2:19]1)[CH3:17].N1C=CC=CC=1. The catalyst is C(Cl)Cl. The product is [CH2:16]([N:18]1[CH2:27][CH2:26][C:25]2[C:20](=[C:21]([O:29][CH3:30])[CH:22]=[C:23]([O:8][S:1]([C:4]([F:7])([F:6])[F:5])(=[O:3])=[O:2])[CH:24]=2)[CH2:19]1)[CH3:17]. The yield is 0.630. (3) The reactants are [CH3:1][CH:2]([CH2:4][CH2:5][CH2:6][C@H:7]([C@@H:9]1[C@:27]2([CH3:28])[C@H:12]([C@H:13]3[C@H:24]([CH2:25][CH2:26]2)[C@:22]2([CH3:23])[C:16]([CH2:17][C@H:18]([CH2:20][CH2:21]2)[OH:19])=[CH:15][CH2:14]3)[CH2:11][CH2:10]1)[CH3:8])[CH3:3].C(N(CC)CC)C.[CH3:36][S:37](Cl)(=[O:39])=[O:38]. The catalyst is C(Cl)Cl. The product is [CH3:36][S:37]([O:19][C@H:18]1[CH2:20][CH2:21][C@@:22]2([CH3:23])[C:16](=[CH:15][CH2:14][C@@H:13]3[C@@H:24]2[CH2:25][CH2:26][C@@:27]2([CH3:28])[C@H:12]3[CH2:11][CH2:10][C@@H:9]2[C@H:7]([CH3:8])[CH2:6][CH2:5][CH2:4][CH:2]([CH3:1])[CH3:3])[CH2:17]1)(=[O:39])=[O:38]. The yield is 0.990. (4) The reactants are [O:1]1[C:5]2[CH:6]=[CH:7][C:8]([OH:10])=[CH:9][C:4]=2[O:3][CH2:2]1.C([Mg]Cl)(C)C.[F:16][C:17]([F:30])([F:29])[C:18]1[CH:19]=[CH:20][CH:21]=[C:22]2[C:26]=1[NH:25][C:24](=[O:27])[C:23]2=[O:28]. The catalyst is O1CCCC1. The product is [OH:28][C:23]1([C:7]2[C:8]([OH:10])=[CH:9][C:4]3[O:3][CH2:2][O:1][C:5]=3[CH:6]=2)[C:22]2[C:26](=[C:18]([C:17]([F:16])([F:29])[F:30])[CH:19]=[CH:20][CH:21]=2)[NH:25][C:24]1=[O:27]. The yield is 0.830. (5) The reactants are [OH:1][CH2:2][C:3]1[N:4]=[CH:5][NH:6][C:7]=1[CH3:8].C(N(CC)CC)C.[Si:16](Cl)([C:19]([CH3:22])([CH3:21])[CH3:20])([CH3:18])[CH3:17].C(OCC)(=O)C. The catalyst is CN(C=O)C. The product is [Si:16]([O:1][CH2:2][C:3]1[N:4]=[CH:5][NH:6][C:7]=1[CH3:8])([C:19]([CH3:22])([CH3:21])[CH3:20])([CH3:18])[CH3:17]. The yield is 0.770. (6) The reactants are [O:1]1[C:5]2[CH:6]=[CH:7][CH:8]=[CH:9][C:4]=2[CH:3]=[C:2]1[C:10]1[C:11]([NH:17]C(=O)OC(C)(C)C)=[N:12][CH:13]=[C:14](Br)[N:15]=1.[CH2:25]([S:27]([N:30]1[CH2:35][CH2:34][NH:33][CH2:32][CH2:31]1)(=[O:29])=[O:28])[CH3:26].Cl.O1CCOCC1. The catalyst is COCCO. The product is [O:1]1[C:5]2[CH:6]=[CH:7][CH:8]=[CH:9][C:4]=2[CH:3]=[C:2]1[C:10]1[C:11]([NH2:17])=[N:12][CH:13]=[C:14]([N:33]2[CH2:32][CH2:31][N:30]([S:27]([CH2:25][CH3:26])(=[O:28])=[O:29])[CH2:35][CH2:34]2)[N:15]=1. The yield is 0.120.